Dataset: NCI-60 drug combinations with 297,098 pairs across 59 cell lines. Task: Regression. Given two drug SMILES strings and cell line genomic features, predict the synergy score measuring deviation from expected non-interaction effect. (1) Drug 1: C1=C(C(=O)NC(=O)N1)N(CCCl)CCCl. Drug 2: CC1=CC=C(C=C1)C2=CC(=NN2C3=CC=C(C=C3)S(=O)(=O)N)C(F)(F)F. Cell line: U251. Synergy scores: CSS=26.7, Synergy_ZIP=-6.39, Synergy_Bliss=-3.62, Synergy_Loewe=-5.23, Synergy_HSA=-2.46. (2) Drug 1: CC1C(C(CC(O1)OC2CC(OC(C2O)C)OC3=CC4=CC5=C(C(=O)C(C(C5)C(C(=O)C(C(C)O)O)OC)OC6CC(C(C(O6)C)O)OC7CC(C(C(O7)C)O)OC8CC(C(C(O8)C)O)(C)O)C(=C4C(=C3C)O)O)O)O. Drug 2: C1=NNC2=C1C(=O)NC=N2. Cell line: MALME-3M. Synergy scores: CSS=56.6, Synergy_ZIP=-1.80, Synergy_Bliss=-5.91, Synergy_Loewe=-50.0, Synergy_HSA=-5.83. (3) Drug 1: C1=CC(=CC=C1CCCC(=O)O)N(CCCl)CCCl. Drug 2: C1=CN(C=N1)CC(O)(P(=O)(O)O)P(=O)(O)O. Cell line: CCRF-CEM. Synergy scores: CSS=21.9, Synergy_ZIP=-8.21, Synergy_Bliss=-21.1, Synergy_Loewe=-25.9, Synergy_HSA=-20.8. (4) Drug 1: CC1=C(C=C(C=C1)NC2=NC=CC(=N2)N(C)C3=CC4=NN(C(=C4C=C3)C)C)S(=O)(=O)N.Cl. Drug 2: CC1=C(C(=CC=C1)Cl)NC(=O)C2=CN=C(S2)NC3=CC(=NC(=N3)C)N4CCN(CC4)CCO. Cell line: K-562. Synergy scores: CSS=91.4, Synergy_ZIP=18.1, Synergy_Bliss=15.9, Synergy_Loewe=-4.22, Synergy_HSA=17.8. (5) Drug 1: CC1=C2C(C(=O)C3(C(CC4C(C3C(C(C2(C)C)(CC1OC(=O)C(C(C5=CC=CC=C5)NC(=O)C6=CC=CC=C6)O)O)OC(=O)C7=CC=CC=C7)(CO4)OC(=O)C)O)C)OC(=O)C. Drug 2: C1CN(CCN1C(=O)CCBr)C(=O)CCBr. Cell line: HCC-2998. Synergy scores: CSS=53.2, Synergy_ZIP=-10.1, Synergy_Bliss=-11.4, Synergy_Loewe=-7.27, Synergy_HSA=-5.07. (6) Drug 1: CCCCC(=O)OCC(=O)C1(CC(C2=C(C1)C(=C3C(=C2O)C(=O)C4=C(C3=O)C=CC=C4OC)O)OC5CC(C(C(O5)C)O)NC(=O)C(F)(F)F)O. Drug 2: C1CC(=O)NC(=O)C1N2C(=O)C3=CC=CC=C3C2=O. Cell line: NCI-H226. Synergy scores: CSS=52.3, Synergy_ZIP=-2.48, Synergy_Bliss=-2.70, Synergy_Loewe=-15.7, Synergy_HSA=-2.59. (7) Drug 1: C1CN1P(=S)(N2CC2)N3CC3. Drug 2: CCN(CC)CCCC(C)NC1=C2C=C(C=CC2=NC3=C1C=CC(=C3)Cl)OC. Cell line: UACC-257. Synergy scores: CSS=3.27, Synergy_ZIP=-0.692, Synergy_Bliss=2.30, Synergy_Loewe=-0.928, Synergy_HSA=1.06. (8) Cell line: SW-620. Drug 2: CC1CCC2CC(C(=CC=CC=CC(CC(C(=O)C(C(C(=CC(C(=O)CC(OC(=O)C3CCCCN3C(=O)C(=O)C1(O2)O)C(C)CC4CCC(C(C4)OC)OCCO)C)C)O)OC)C)C)C)OC. Drug 1: C1C(C(OC1N2C=NC3=C(N=C(N=C32)Cl)N)CO)O. Synergy scores: CSS=19.2, Synergy_ZIP=-10.4, Synergy_Bliss=-1.68, Synergy_Loewe=-2.08, Synergy_HSA=-2.06. (9) Drug 1: COC1=C(C=C2C(=C1)N=CN=C2NC3=CC(=C(C=C3)F)Cl)OCCCN4CCOCC4. Drug 2: COC1=C2C(=CC3=C1OC=C3)C=CC(=O)O2. Cell line: SNB-19. Synergy scores: CSS=15.4, Synergy_ZIP=5.63, Synergy_Bliss=9.51, Synergy_Loewe=6.55, Synergy_HSA=8.13. (10) Drug 1: CC(C)(C#N)C1=CC(=CC(=C1)CN2C=NC=N2)C(C)(C)C#N. Drug 2: C1CNP(=O)(OC1)N(CCCl)CCCl. Cell line: OVCAR-4. Synergy scores: CSS=-6.74, Synergy_ZIP=1.86, Synergy_Bliss=-2.01, Synergy_Loewe=-6.56, Synergy_HSA=-6.23.